Dataset: Peptide-MHC class I binding affinity with 185,985 pairs from IEDB/IMGT. Task: Regression. Given a peptide amino acid sequence and an MHC pseudo amino acid sequence, predict their binding affinity value. This is MHC class I binding data. (1) The peptide sequence is GVVRVWDVK. The MHC is HLA-A68:01 with pseudo-sequence HLA-A68:01. The binding affinity (normalized) is 0.551. (2) The peptide sequence is NITDKINQI. The MHC is HLA-A24:02 with pseudo-sequence HLA-A24:02. The binding affinity (normalized) is 0.197. (3) The peptide sequence is RMRRAEPAA. The MHC is HLA-A24:02 with pseudo-sequence HLA-A24:02. The binding affinity (normalized) is 0. (4) The peptide sequence is FGALFMWLL. The MHC is HLA-B57:01 with pseudo-sequence HLA-B57:01. The binding affinity (normalized) is 0.0847. (5) The peptide sequence is IVDSMIIGHI. The MHC is HLA-A02:06 with pseudo-sequence HLA-A02:06. The binding affinity (normalized) is 0.415. (6) The peptide sequence is RMIESRMSK. The MHC is HLA-A01:01 with pseudo-sequence HLA-A01:01. The binding affinity (normalized) is 0.0847. (7) The peptide sequence is LWSQLEKLI. The MHC is HLA-A24:02 with pseudo-sequence HLA-A24:02. The binding affinity (normalized) is 0.233. (8) The peptide sequence is QYLFSLTYV. The MHC is HLA-B15:01 with pseudo-sequence HLA-B15:01. The binding affinity (normalized) is 0.0847. (9) The binding affinity (normalized) is 0.108. The peptide sequence is LTAGFLIFL. The MHC is HLA-A68:01 with pseudo-sequence HLA-A68:01.